From a dataset of Full USPTO retrosynthesis dataset with 1.9M reactions from patents (1976-2016). Predict the reactants needed to synthesize the given product. (1) Given the product [CH2:1]([C:5]1[CH:10]=[CH:9][C:8]([CH2:11][C:13]2[C:22]3[C:17](=[CH:18][CH:19]=[CH:20][CH:21]=3)[CH:16]=[CH:15][N:14]=2)=[CH:7][CH:6]=1)[CH2:2][CH2:3][CH3:4], predict the reactants needed to synthesize it. The reactants are: [CH2:1]([C:5]1[CH:10]=[CH:9][C:8]([C:11]([C:13]2[C:22]3[C:17](=[CH:18][CH:19]=[CH:20][CH:21]=3)[CH:16]=[CH:15][N:14]=2)=O)=[CH:7][CH:6]=1)[CH2:2][CH2:3][CH3:4].O.NN.[OH-].[K+]. (2) Given the product [CH2:1]([O:5][C:6](=[O:21])[CH2:7][CH2:8][CH2:9][CH2:10][C:11]1[CH:12]=[CH:13][C:14]2[NH:19][CH2:18][CH2:17][NH:16][C:15]=2[N:20]=1)[CH2:2][CH2:3][CH3:4], predict the reactants needed to synthesize it. The reactants are: [CH2:1]([O:5][C:6](=[O:21])[CH2:7][CH2:8][C:9]#[C:10][C:11]1[CH:12]=[CH:13][C:14]2[C:15]([N:20]=1)=[N:16][CH:17]=[CH:18][N:19]=2)[CH2:2][CH2:3][CH3:4].C(N(CC)CC)C. (3) Given the product [C:19]([C:21]1[CH:29]=[CH:28][C:24]([C:25]([NH:1][C:2]2[CH:3]=[CH:4][C:5]([O:8][C:9](=[O:18])[N:10]([CH3:17])[C:11]3[CH:16]=[CH:15][CH:14]=[CH:13][CH:12]=3)=[N:6][CH:7]=2)=[O:26])=[CH:23][CH:22]=1)#[N:20], predict the reactants needed to synthesize it. The reactants are: [NH2:1][C:2]1[CH:3]=[CH:4][C:5]([O:8][C:9](=[O:18])[N:10]([CH3:17])[C:11]2[CH:16]=[CH:15][CH:14]=[CH:13][CH:12]=2)=[N:6][CH:7]=1.[C:19]([C:21]1[CH:29]=[CH:28][C:24]([C:25](Cl)=[O:26])=[CH:23][CH:22]=1)#[N:20].C(N(CC)CC)C.ClCCl.